This data is from Forward reaction prediction with 1.9M reactions from USPTO patents (1976-2016). The task is: Predict the product of the given reaction. (1) Given the reactants C(C1C=CC(OCC(OC(C)(C)C)=O)=CC=1)CC.C1(C2C=CC(O)=CC=2)CCCCC1.BrCC(OC(C)(C)C)=O.C(=O)([O-])[O-].[K+].[K+].[CH:47]1([C:53]2[CH:67]=[CH:66][C:56]([O:57][CH2:58][C:59]([O:61][C:62]([CH3:65])([CH3:64])[CH3:63])=[O:60])=[CH:55][CH:54]=2)[CH2:52]CCC[CH2:48]1, predict the reaction product. The product is: [CH:47]([C:53]1[CH:67]=[CH:66][C:56]([O:57][CH2:58][C:59]([O:61][C:62]([CH3:65])([CH3:64])[CH3:63])=[O:60])=[CH:55][CH:54]=1)([CH3:52])[CH3:48]. (2) The product is: [Cl:1][C:2]1[C:3]([C:17]2[CH:22]=[C:21]([Cl:23])[CH:20]=[CH:19][C:18]=2[C:24]#[N:25])=[CH:4][C:5](=[O:16])[N:6]([CH:8]([CH2:32][CH2:33][O:34][C:35]([F:38])([F:37])[F:36])[C:9]([O:11][C:12]([CH3:15])([CH3:14])[CH3:13])=[O:10])[CH:7]=1. Given the reactants [Cl:1][C:2]1[C:3]([C:17]2[CH:22]=[C:21]([Cl:23])[CH:20]=[CH:19][C:18]=2[C:24]#[N:25])=[CH:4][C:5](=[O:16])[N:6]([CH2:8][C:9]([O:11][C:12]([CH3:15])([CH3:14])[CH3:13])=[O:10])[CH:7]=1.FC(F)(F)S(O[CH2:32][CH2:33][O:34][C:35]([F:38])([F:37])[F:36])(=O)=O, predict the reaction product. (3) Given the reactants [CH3:1][C:2]1[CH:3]=[C:4]([CH:8]=[CH:9][C:10]=1[C:11]([N:13]1[CH2:17][CH2:16][CH2:15][CH2:14]1)=[O:12])[C:5]([OH:7])=O.CN(C(ON1N=NC2C=CC=CC1=2)=[N+](C)C)C.[B-](F)(F)(F)F.C(N(C(C)C)CC)(C)C.[Br:49][C:50]1[CH:61]=[CH:60][C:53]2[NH:54][C:55]([CH:57]([NH2:59])[CH3:58])=[N:56][C:52]=2[CH:51]=1.BrBr, predict the reaction product. The product is: [Br:49][C:50]1[CH:61]=[CH:60][C:53]2[NH:54][C:55]([CH:57]([NH:59][C:5](=[O:7])[C:4]3[CH:8]=[CH:9][C:10]([C:11]([N:13]4[CH2:17][CH2:16][CH2:15][CH2:14]4)=[O:12])=[C:2]([CH3:1])[CH:3]=3)[CH3:58])=[N:56][C:52]=2[CH:51]=1. (4) Given the reactants [C:1]([O:5][C:6]([NH:8][C@H:9]([CH2:35][CH3:36])[CH2:10][NH:11][C:12]1[C:17]([F:18])=[CH:16][N:15]=[C:14]([C:19]2[CH:20]=[C:21](OS(C(F)(F)F)(=O)=O)[CH:22]=[CH:23][C:24]=2[O:25][CH3:26])[N:13]=1)=[O:7])([CH3:4])([CH3:3])[CH3:2].[CH3:37][N:38]1[CH:42]=[C:41](B2OC(C)(C)C(C)(C)O2)[CH:40]=[N:39]1.P([O-])([O-])([O-])=O.[K+].[K+].[K+].CC(N(C)C)=O, predict the reaction product. The product is: [C:1]([O:5][C:6](=[O:7])[NH:8][C@@H:9]([CH2:10][NH:11][C:12]1[C:17]([F:18])=[CH:16][N:15]=[C:14]([C:19]2[CH:20]=[C:21]([C:41]3[CH:40]=[N:39][N:38]([CH3:37])[CH:42]=3)[CH:22]=[CH:23][C:24]=2[O:25][CH3:26])[N:13]=1)[CH2:35][CH3:36])([CH3:3])([CH3:4])[CH3:2].